This data is from Forward reaction prediction with 1.9M reactions from USPTO patents (1976-2016). The task is: Predict the product of the given reaction. (1) The product is: [N:36]([C@@H:17]([CH3:18])[CH2:16][N:15]1[C:9]2[C:7]3[N:8]=[C:4]([CH2:3][O:2][CH3:1])[O:5][C:6]=3[CH:12]=[CH:11][C:10]=2[CH:13]=[N:14]1)=[N+:37]=[N-:38]. Given the reactants [CH3:1][O:2][CH2:3][C:4]1[O:5][C:6]2[CH:12]=[CH:11][C:10]3[CH:13]=[N:14][N:15]([CH2:16][C@H:17](O)[CH3:18])[C:9]=3[C:7]=2[N:8]=1.C(N(CC)CC)C.CS(OS(C)(=O)=O)(=O)=O.[N-:36]=[N+:37]=[N-:38].[Na+], predict the reaction product. (2) Given the reactants [CH:1]1([C:4]([C:6]2[CH:7]=[N:8][C:9]3[C:14]([C:15]=2[NH:16][C@H:17]2[CH2:22][CH2:21][C@H:20]([NH:23]C(=O)OC(C)(C)C)[CH2:19][CH2:18]2)=[CH:13][C:12]([C:31]2[CH:36]=[CH:35][C:34]([OH:37])=[C:33]([O:38][CH3:39])[CH:32]=2)=[CH:11][CH:10]=3)=[O:5])[CH2:3][CH2:2]1.C(O)(C(F)(F)F)=O, predict the reaction product. The product is: [NH2:23][C@H:20]1[CH2:21][CH2:22][C@H:17]([NH:16][C:15]2[C:14]3[C:9](=[CH:10][CH:11]=[C:12]([C:31]4[CH:36]=[CH:35][C:34]([OH:37])=[C:33]([O:38][CH3:39])[CH:32]=4)[CH:13]=3)[N:8]=[CH:7][C:6]=2[C:4]([CH:1]2[CH2:2][CH2:3]2)=[O:5])[CH2:18][CH2:19]1. (3) Given the reactants [F:1][C:2]1[CH:3]=[C:4]([C:9]2[N:14]=[CH:13][C:12]([C:15]([OH:17])=O)=[CH:11][N:10]=2)[CH:5]=[C:6]([F:8])[CH:7]=1.C(N(C(C)C)CC)(C)C.[CH3:27][NH:28][S:29]([C:32]1[CH:33]=[C:34]([CH:37]=[CH:38][CH:39]=1)[CH2:35][NH2:36])(=[O:31])=[O:30], predict the reaction product. The product is: [CH3:27][NH:28][S:29]([C:32]1[CH:33]=[C:34]([CH:37]=[CH:38][CH:39]=1)[CH2:35][NH:36][C:15]([C:12]1[CH:13]=[N:14][C:9]([C:4]2[CH:5]=[C:6]([F:8])[CH:7]=[C:2]([F:1])[CH:3]=2)=[N:10][CH:11]=1)=[O:17])(=[O:30])=[O:31]. (4) Given the reactants Cl.Cl.[F:3][C:4]1[CH:9]=[C:8]([C:10]#[N:11])[CH:7]=[CH:6][C:5]=1[C:12]1[CH:17]=[CH:16][C:15]([O:18][C:19]([F:22])([F:21])[F:20])=[C:14]([CH2:23][NH:24][C@H:25]2[CH2:30][CH2:29][NH:28][CH2:27][C@H:26]2[C:31]2[CH:36]=[CH:35][CH:34]=[CH:33][CH:32]=2)[CH:13]=1.[CH3:37][C:38]1([CH3:49])[O:42][C:41](=[O:43])[N:40]([CH2:44][C:45](O)=[O:46])[C:39]1=[O:48].CCN=C=NCCCN(C)C.Cl.C1C=CC2N(O)N=NC=2C=1, predict the reaction product. The product is: [CH3:37][C:38]1([CH3:49])[O:42][C:41](=[O:43])[N:40]([CH2:44][C:45]([N:28]2[CH2:29][CH2:30][C@H:25]([NH:24][CH2:23][C:14]3[CH:13]=[C:12]([C:5]4[CH:6]=[CH:7][C:8]([C:10]#[N:11])=[CH:9][C:4]=4[F:3])[CH:17]=[CH:16][C:15]=3[O:18][C:19]([F:21])([F:22])[F:20])[C@H:26]([C:31]3[CH:32]=[CH:33][CH:34]=[CH:35][CH:36]=3)[CH2:27]2)=[O:46])[C:39]1=[O:48]. (5) Given the reactants [CH3:1][C@@H:2]([C@@H:10]1[C@@:14]2([CH3:29])[CH2:15][CH2:16][CH2:17]/[C:18](=[CH:19]\[CH:20]=[C:21]3\[CH2:22][C@@H:23]([OH:28])[CH2:24][CH2:25][C:26]\3=C)/[C@@H:13]2[CH2:12][CH2:11]1)/[CH:3]=[CH:4]/[C@@H](C(C)C)C.[BH4-].[Na+].[CH3:32][OH:33], predict the reaction product. The product is: [CH3:4][CH2:3][C@@H:2]([C@@H:10]1[C@@:14]2([CH3:29])[CH2:15][CH2:16][CH2:17]/[C:18](=[CH:19]\[CH:20]=[C:21]3[CH2:26][C@@H:32]([OH:33])[C:24](=[CH2:25])[C@H:23]([OH:28])[CH2:22]3)/[C@@H:13]2[CH2:12][CH2:11]1)[CH3:1]. (6) The product is: [CH2:1]=[C:31]1[CH2:30][CH:47]2[C@:42]([CH3:49])([CH2:43][CH2:44][C:45](=[O:48])[CH2:46]2)[C@@H:41]2[C@@H:32]1[C@H:33]1[C@@:37]([CH2:39][CH2:40]2)([CH3:38])[C:36](=[O:50])[CH2:35][CH2:34]1. Given the reactants [CH2:1]1COC23OCCOC2([C@]2(CC[C@H]4[C@@H](C(=C)CC5[C@]4(C)CCCC5)[C@@H]2C3)C)O1.C=[C:30]1[CH:47]2[C@:42]([CH3:49])([CH2:43][CH2:44][C:45](=[O:48])[CH2:46]2)[C@@H:41]2[C@H:32]([C@H:33]3[C@@:37]([CH2:39][CH2:40]2)([CH3:38])[C:36](=[O:50])[CH2:35][CH2:34]3)[CH2:31]1, predict the reaction product. (7) The product is: [F:33][C:3]1[CH:4]=[C:5]([C:8]([N:10]2[CH2:11][CH2:12][N:13]([CH2:16][C:17]3[CH:22]=[CH:21][C:20]([C:23]([OH:32])([C:24]([F:25])([F:26])[F:27])[C:28]([F:30])([F:31])[F:29])=[CH:19][CH:18]=3)[CH2:14][CH2:15]2)=[O:9])[CH:6]=[CH:7][C:2]=1[NH:1][C:34](=[O:45])[O:35][CH2:36][CH:41]1[CH2:39][CH2:40]1. Given the reactants [NH2:1][C:2]1[CH:7]=[CH:6][C:5]([C:8]([N:10]2[CH2:15][CH2:14][N:13]([CH2:16][C:17]3[CH:22]=[CH:21][C:20]([C:23]([OH:32])([C:28]([F:31])([F:30])[F:29])[C:24]([F:27])([F:26])[F:25])=[CH:19][CH:18]=3)[CH2:12][CH2:11]2)=[O:9])=[CH:4][C:3]=1[F:33].[C:34](Cl)(=[O:45])[O:35][C:36]1[CH:41]=[CH:40][C:39]([N+]([O-])=O)=CC=1.C1(CO)CC1, predict the reaction product. (8) Given the reactants [C:1]([O:5][C:6](=[O:8])[NH2:7])([CH3:4])([CH3:3])[CH3:2].[Br:9][CH2:10][CH2:11][CH2:12][CH2:13][CH2:14][C:15](Cl)=[O:16].C([N:20]([CH2:23][CH3:24])CC)C.Cl[CH2:26]Cl, predict the reaction product. The product is: [C:1]([O:5][C:6](=[O:8])[NH:7][CH2:26][CH2:24][CH2:23][NH:20][C:15](=[O:16])[CH2:14][CH2:13][CH2:12][CH2:11][CH2:10][Br:9])([CH3:4])([CH3:3])[CH3:2]. (9) Given the reactants [Br:1][C:2]1[CH:3]=[N:4][CH:5]=[C:6]([N+:9]([O-:11])=[O:10])[C:7]=1O.O=P(Cl)(Cl)[Cl:14], predict the reaction product. The product is: [Br:1][C:2]1[CH:3]=[N:4][CH:5]=[C:6]([N+:9]([O-:11])=[O:10])[C:7]=1[Cl:14]. (10) Given the reactants [CH:1]12[CH2:7][CH:4]([CH:5]=[CH:6]1)[CH2:3][CH:2]2[NH:8][C:9]([NH:11][NH2:12])=[S:10].[N:13]1[CH:18]=[CH:17][CH:16]=[CH:15][C:14]=1[CH:19]=O.C(O)(=O)C, predict the reaction product. The product is: [CH:1]12[CH2:7][CH:4]([CH:5]=[CH:6]1)[CH2:3][CH:2]2[NH:8][C:9](=[S:10])[NH:11][N:12]=[CH:19][C:14]1[CH:15]=[CH:16][CH:17]=[CH:18][N:13]=1.